Dataset: Catalyst prediction with 721,799 reactions and 888 catalyst types from USPTO. Task: Predict which catalyst facilitates the given reaction. (1) Reactant: [C:1]([C:3]1[CH:8]=[CH:7][C:6](Cl)=[CH:5][N:4]=1)#[N:2].[F-:10].[K+]. Product: [C:1]([C:3]1[CH:8]=[CH:7][C:6]([F:10])=[CH:5][N:4]=1)#[N:2]. The catalyst class is: 435. (2) Reactant: [Cl:1][C:2]1[CH:7]=[CH:6][CH:5]=[CH:4][C:3]=1[C:8]1[NH:13][C:12](=[O:14])[C:11]([CH:15]=O)=[CH:10][C:9]=1[C:17]1[CH:22]=[CH:21][C:20]([Cl:23])=[CH:19][CH:18]=1.Cl[CH2:25][C:26](=[O:31])[C:27]([CH3:30])([CH3:29])[CH3:28].C([O-])([O-])=O.[Cs+].[Cs+]. Product: [Cl:1][C:2]1[CH:7]=[CH:6][CH:5]=[CH:4][C:3]=1[C:8]1[N:13]=[C:12]2[O:14][C:25]([C:26](=[O:31])[C:27]([CH3:30])([CH3:29])[CH3:28])=[CH:15][C:11]2=[CH:10][C:9]=1[C:17]1[CH:18]=[CH:19][C:20]([Cl:23])=[CH:21][CH:22]=1. The catalyst class is: 28. (3) Reactant: C(N(CC)CC)C.[F:8][C:9]1[C:14]([F:15])=[CH:13][CH:12]=[CH:11][C:10]=1[C@H:16]1[CH2:22][N:21]2[C:23]([CH2:26][C:27]([F:30])([F:29])[F:28])=[CH:24][N:25]=[C:20]2[C@H:19]([NH2:31])[CH2:18][CH2:17]1.Cl[C:33](OC1C=CC([N+]([O-])=O)=CC=1)=[O:34].[C:45]1(=[O:55])[C:49]2([CH2:54][CH2:53][NH:52][CH2:51][CH2:50]2)[CH2:48][CH2:47][NH:46]1.C(=O)([O-])[O-].[Na+].[Na+]. Product: [F:8][C:9]1[C:14]([F:15])=[CH:13][CH:12]=[CH:11][C:10]=1[C@H:16]1[CH2:22][N:21]2[C:23]([CH2:26][C:27]([F:30])([F:28])[F:29])=[CH:24][N:25]=[C:20]2[C@H:19]([NH:31][C:33]([N:52]2[CH2:53][CH2:54][C:49]3([C:45](=[O:55])[NH:46][CH2:47][CH2:48]3)[CH2:50][CH2:51]2)=[O:34])[CH2:18][CH2:17]1. The catalyst class is: 217. (4) Reactant: [Si]([O:8][CH2:9][C:10]1([CH3:36])[S:16][CH2:15][CH2:14][N:13]2[C:17]([C:20]3([C:23]4[CH:28]=[CH:27][C:26]([C:29]5[CH:30]=[N:31][CH:32]=[CH:33][C:34]=5[CH3:35])=[CH:25][CH:24]=4)[CH2:22][CH2:21]3)=[N:18][N:19]=[C:12]2[CH2:11]1)(C(C)(C)C)(C)C.Cl. Product: [CH3:36][C:10]1([CH2:9][OH:8])[S:16][CH2:15][CH2:14][N:13]2[C:17]([C:20]3([C:23]4[CH:24]=[CH:25][C:26]([C:29]5[CH:30]=[N:31][CH:32]=[CH:33][C:34]=5[CH3:35])=[CH:27][CH:28]=4)[CH2:22][CH2:21]3)=[N:18][N:19]=[C:12]2[CH2:11]1. The catalyst class is: 5. (5) Reactant: [CH3:1][C:2]1[N:10]([C:11]([C:13]2[CH:14]=[CH:15][C:16]([Cl:19])=[CH:17][CH:18]=2)=[O:12])[C:9]2[CH:8]=[CH:7][C:6]([O:20][CH3:21])=[CH:5][C:4]=2[C:3]=1[CH2:22][C:23]([OH:25])=[O:24].[Br:26]N1C(=O)CCC1=O. Product: [Br:26][CH2:1][C:2]1[N:10]([C:11](=[O:12])[C:13]2[CH:14]=[CH:15][C:16]([Cl:19])=[CH:17][CH:18]=2)[C:9]2[C:4]([C:3]=1[CH2:22][C:23]([OH:25])=[O:24])=[CH:5][C:6]([O:20][CH3:21])=[CH:7][CH:8]=2. The catalyst class is: 717. (6) Reactant: [C:1]1([CH2:7][CH2:8][CH2:9][CH2:10][CH2:11][C:12]([OH:14])=O)[CH:6]=[CH:5][CH:4]=[CH:3][CH:2]=1.C(Cl)(=O)C([Cl:18])=O.CN(C=O)C. Product: [C:1]1([CH2:7][CH2:8][CH2:9][CH2:10][CH2:11][C:12]([Cl:18])=[O:14])[CH:6]=[CH:5][CH:4]=[CH:3][CH:2]=1. The catalyst class is: 2. (7) Reactant: [NH2:1][C:2]1[S:3][C:4]([C:7]([O:9][CH3:10])=[O:8])=[CH:5][N:6]=1.[O:11]1CC[CH2:13][CH2:12]1.C(N(CC)CC)C.C(OC(=O)C)(=O)C. Product: [C:12]([NH:1][C:2]1[S:3][C:4]([C:7]([O:9][CH3:10])=[O:8])=[CH:5][N:6]=1)(=[O:11])[CH3:13]. The catalyst class is: 24. (8) Reactant: [F:1][C:2]1[CH:7]=[CH:6][CH:5]=[C:4]([OH:8])[C:3]=1[C:9]1[N:18]=[C:17]([N:19]2[CH2:23][CH2:22][C@@H:21]([NH:24]C(=O)OCC3C=CC=CC=3)[CH2:20]2)[C:16]2[C:11](=[CH:12][C:13]([CH3:35])=[CH:14][CH:15]=2)[N:10]=1. Product: [NH2:24][C@@H:21]1[CH2:22][CH2:23][N:19]([C:17]2[C:16]3[C:11](=[CH:12][C:13]([CH3:35])=[CH:14][CH:15]=3)[N:10]=[C:9]([C:3]3[C:2]([F:1])=[CH:7][CH:6]=[CH:5][C:4]=3[OH:8])[N:18]=2)[CH2:20]1. The catalyst class is: 19. (9) Reactant: C(O)(C(F)(F)F)=O.[N:8]1([CH2:12][C:13]2[CH:14]=[C:15]([F:42])[C:16]([C:19]3[CH:41]=[CH:40][C:22]([C:23]([NH:25][C:26]4[CH:31]=[CH:30][CH:29]=[CH:28][C:27]=4[NH:32]C(=O)OC(C)(C)C)=[O:24])=[CH:21][CH:20]=3)=[N:17][CH:18]=2)[CH2:11][CH2:10][CH2:9]1. Product: [NH2:32][C:27]1[CH:28]=[CH:29][CH:30]=[CH:31][C:26]=1[NH:25][C:23](=[O:24])[C:22]1[CH:21]=[CH:20][C:19]([C:16]2[C:15]([F:42])=[CH:14][C:13]([CH2:12][N:8]3[CH2:9][CH2:10][CH2:11]3)=[CH:18][N:17]=2)=[CH:41][CH:40]=1. The catalyst class is: 4.